Dataset: Catalyst prediction with 721,799 reactions and 888 catalyst types from USPTO. Task: Predict which catalyst facilitates the given reaction. (1) Reactant: [Br:1][C:2]1[CH:7]=[CH:6][C:5]([C:8]2([C:14]3[CH:19]=[CH:18][C:17]([Cl:20])=[CH:16][CH:15]=3)[CH2:13][CH2:12][NH:11][CH2:10][CH2:9]2)=[CH:4][CH:3]=1.C(N(CC)CC)C.[C:28](O[C:28]([O:30][C:31]([CH3:34])([CH3:33])[CH3:32])=[O:29])([O:30][C:31]([CH3:34])([CH3:33])[CH3:32])=[O:29].O. Product: [C:31]([O:30][C:28]([N:11]1[CH2:12][CH2:13][C:8]([C:5]2[CH:6]=[CH:7][C:2]([Br:1])=[CH:3][CH:4]=2)([C:14]2[CH:15]=[CH:16][C:17]([Cl:20])=[CH:18][CH:19]=2)[CH2:9][CH2:10]1)=[O:29])([CH3:34])([CH3:33])[CH3:32]. The catalyst class is: 4. (2) The catalyst class is: 5. Reactant: [F:1][C:2]([F:18])([F:17])/[CH:3]=[CH:4]/[C:5]1[CH:14]=[CH:13][C:8]([C:9]([O:11]C)=[O:10])=[C:7]([O:15][CH3:16])[CH:6]=1.[OH-].[Na+]. Product: [F:1][C:2]([F:17])([F:18])/[CH:3]=[CH:4]/[C:5]1[CH:14]=[CH:13][C:8]([C:9]([OH:11])=[O:10])=[C:7]([O:15][CH3:16])[CH:6]=1. (3) Reactant: Cl.C(N[C:5]1[C:6]2[CH:14]=[CH:13][CH:12]=[CH:11][C:7]=2[S:8][C:9]=1[CH3:10])C.Cl[C:16]([O:18][CH3:19])=[O:17].[CH3:20][CH2:21][N:22](CC)CC.O. Product: [CH3:10][C:9]1[S:8][C:7]2[CH:11]=[CH:12][CH:13]=[CH:14][C:6]=2[C:5]=1[CH2:20][CH2:21][NH:22][C:16](=[O:17])[O:18][CH3:19]. The catalyst class is: 2. (4) Reactant: [BH4-].[Na+].[N:3]([C@H:6]1[C@H:11]([O:12][S:13]([C:16]2[CH:22]=[CH:21][C:19]([CH3:20])=[CH:18][CH:17]=2)(=[O:15])=[O:14])[CH2:10][CH2:9][N:8]([C:23]([O:25][CH2:26][C:27]2[CH:32]=[CH:31][CH:30]=[CH:29][CH:28]=2)=[O:24])[CH2:7]1)=[N+]=[N-]. Product: [NH2:3][C@H:6]1[C@H:11]([O:12][S:13]([C:16]2[CH:17]=[CH:18][C:19]([CH3:20])=[CH:21][CH:22]=2)(=[O:14])=[O:15])[CH2:10][CH2:9][N:8]([C:23]([O:25][CH2:26][C:27]2[CH:28]=[CH:29][CH:30]=[CH:31][CH:32]=2)=[O:24])[CH2:7]1. The catalyst class is: 5.